Task: Predict the reactants needed to synthesize the given product.. Dataset: Full USPTO retrosynthesis dataset with 1.9M reactions from patents (1976-2016) (1) The reactants are: [C:1]([O:5][C:6]([N:8]1[CH2:12][C@H:11]([OH:13])[CH2:10][C@H:9]1[C:14](=[O:26])[NH:15][C@:16]1([C:21]([O:23][CH2:24][CH3:25])=[O:22])[CH2:18][C@H:17]1[CH:19]=[CH2:20])=[O:7])([CH3:4])([CH3:3])[CH3:2].C1N=CN([C:32]([N:34]2[CH:38]=N[CH:36]=[CH:35]2)=[O:33])C=1.Cl.[F:40][C:41]1C=[CH:48][CH:47]=[C:46]2[C:42]=1CNC2.Cl. Given the product [C:1]([O:5][C:6]([N:8]1[C@H:9]([C:14](=[O:26])[NH:15][C@:16]2([C:21]([O:23][CH2:24][CH3:25])=[O:22])[CH2:18][C@H:17]2[CH:19]=[CH2:20])[CH2:10][C@@H:11]([O:13][C:32]([N:34]2[CH2:35][C:36]3[C:48](=[CH:47][CH:46]=[CH:42][C:41]=3[F:40])[CH2:38]2)=[O:33])[CH2:12]1)=[O:7])([CH3:4])([CH3:2])[CH3:3], predict the reactants needed to synthesize it. (2) Given the product [O:1]=[C:2]1[C:7]2[CH:8]=[CH:9][CH:10]=[CH:11][C:6]=2[S:5][C:4]([C:12]2[CH:13]=[C:14]([CH2:18][CH2:19][C:20]([OH:22])=[O:21])[CH:15]=[CH:16][CH:17]=2)=[N:3]1, predict the reactants needed to synthesize it. The reactants are: [O:1]=[C:2]1[C:7]2[CH:8]=[CH:9][CH:10]=[CH:11][C:6]=2[S:5][C:4]([C:12]2[CH:13]=[C:14]([CH2:18][CH2:19][C:20]([O:22]C(C)(C)C)=[O:21])[CH:15]=[CH:16][CH:17]=2)=[N:3]1.C(OC(C)C)(C)C. (3) Given the product [Cl:16][C:17]1[CH:22]=[N:21][C:20]([CH3:23])=[C:19]([CH:18]=1)[C:24]([NH:26][C@H:27]1[CH2:32][CH2:31][C@H:30]([CH2:33][N:8]2[C:9]3[C:5](=[CH:4][CH:3]=[C:2]([Cl:1])[CH:10]=3)[C:6]([F:13])([CH3:12])[C:7]2=[O:11])[CH2:29][CH2:28]1)=[O:25], predict the reactants needed to synthesize it. The reactants are: [Cl:1][C:2]1[CH:10]=[C:9]2[C:5]([C:6]([F:13])([CH3:12])[C:7](=[O:11])[NH:8]2)=[CH:4][CH:3]=1.[H-].[Na+].[Cl:16][C:17]1[CH:18]=[C:19]([C:24]([NH:26][C@H:27]2[CH2:32][CH2:31][C@H:30]([CH2:33]OS(C)(=O)=O)[CH2:29][CH2:28]2)=[O:25])[C:20]([CH3:23])=[N:21][CH:22]=1. (4) Given the product [Br:47][C:48]1[N:53]2[CH:54]=[C:55]([NH:57][C:1]([C:2]3[CH:11]=[CH:10][C:9]4[C:4](=[CH:5][CH:6]=[CH:7][CH:8]=4)[N:3]=3)=[O:13])[N:56]=[C:52]2[C:51]([N:58]2[CH2:59][CH2:60][O:61][CH2:62][CH2:63]2)=[N:50][CH:49]=1, predict the reactants needed to synthesize it. The reactants are: [C:1]([OH:13])(=O)[C:2]1[CH:11]=[CH:10][C:9]2[C:4](=[CH:5][CH:6]=[CH:7][CH:8]=2)[N:3]=1.CN(C(ON1N=NC2C=CC=NC1=2)=[N+](C)C)C.F[P-](F)(F)(F)(F)F.CCN(C(C)C)C(C)C.[Br:47][C:48]1[N:53]2[CH:54]=[C:55]([NH2:57])[N:56]=[C:52]2[C:51]([N:58]2[CH2:63][CH2:62][O:61][CH2:60][CH2:59]2)=[N:50][CH:49]=1. (5) The reactants are: [C:1]([C:9]1[CH:35]=[CH:34][C:12]2[N:13]([CH2:17][CH2:18][O:19][C:20]3[CH:33]=[CH:32][C:23]([O:24][CH:25]([CH3:31])[C:26]([O:28][CH2:29][CH3:30])=[O:27])=[CH:22][CH:21]=3)[C:14](=[O:16])[S:15][C:11]=2[CH:10]=1)(=O)[C:2]1[CH:7]=[CH:6][CH:5]=[CH:4][CH:3]=1.[CH3:36][O:37][NH2:38]. Given the product [CH3:36][O:37][N:38]=[C:1]([C:2]1[CH:3]=[CH:4][CH:5]=[CH:6][CH:7]=1)[C:9]1[CH:35]=[CH:34][C:12]2[N:13]([CH2:17][CH2:18][O:19][C:20]3[CH:21]=[CH:22][C:23]([O:24][CH:25]([CH3:31])[C:26]([O:28][CH2:29][CH3:30])=[O:27])=[CH:32][CH:33]=3)[C:14](=[O:16])[S:15][C:11]=2[CH:10]=1, predict the reactants needed to synthesize it.